From a dataset of Catalyst prediction with 721,799 reactions and 888 catalyst types from USPTO. Predict which catalyst facilitates the given reaction. (1) Reactant: [CH3:1][C:2]1([CH3:10])[O:7][C:6](=[O:8])[CH:5]=[C:4]([CH3:9])[O:3]1.C([N-]C(C)C)(C)C.[Li+].[Cl:19]C(Cl)(Cl)C(Cl)(Cl)Cl.Cl. Product: [Cl:19][CH2:9][C:4]1[O:3][C:2]([CH3:10])([CH3:1])[O:7][C:6](=[O:8])[CH:5]=1. The catalyst class is: 1. (2) Reactant: [CH3:1][N:2]1[C:7]2[C:8](C)=[CH:9][NH:10][C:6]=2[C:5](=[O:12])[N:4]([CH3:13])[C:3]1=[O:14].Br[CH2:16][C:17]([NH:19][C:20]1[S:21][CH:22]=[C:23]([C:25]2[CH:30]=[C:29]([Cl:31])[C:28]([O:32][CH2:33][CH2:34][C:35]([F:41])([F:40])[C:36]([F:39])([F:38])[F:37])=[C:27]([Cl:42])[CH:26]=2)[N:24]=1)=[O:18].[H-].[Na+]. Product: [Cl:42][C:27]1[CH:26]=[C:25]([C:23]2[N:24]=[C:20]([NH:19][C:17](=[O:18])[CH2:16][N:10]3[C:6]4[C:5](=[O:12])[N:4]([CH3:13])[C:3](=[O:14])[N:2]([CH3:1])[C:7]=4[CH:8]=[CH:9]3)[S:21][CH:22]=2)[CH:30]=[C:29]([Cl:31])[C:28]=1[O:32][CH2:33][CH2:34][C:35]([F:41])([F:40])[C:36]([F:38])([F:39])[F:37]. The catalyst class is: 3. (3) Product: [F:33][C:34]([F:39])([F:38])[C:35]([O-:37])=[O:36].[CH2:1]([O:3][C:4](=[O:32])[CH2:5][NH:6][C:7]([O:9][CH2:10][CH2:11][O:12][CH2:13][CH2:14][NH:15][C:16]([O:18][CH2:19][CH2:20][O:21][CH2:22][CH2:23][NH2:24])=[O:17])=[O:8])[CH3:2]. The catalyst class is: 4. Reactant: [CH2:1]([O:3][C:4](=[O:32])[CH2:5][NH:6][C:7]([O:9][CH2:10][CH2:11][O:12][CH2:13][CH2:14][NH:15][C:16]([O:18][CH2:19][CH2:20][O:21][CH2:22][CH2:23][NH:24]C(OC(C)(C)C)=O)=[O:17])=[O:8])[CH3:2].[F:33][C:34]([F:39])([F:38])[C:35]([OH:37])=[O:36]. (4) Reactant: [N:1]1[CH:6]=[CH:5][C:4]([C:7]2[CH:12]=[CH:11][C:10]([NH2:13])=[CH:9][CH:8]=2)=[CH:3][CH:2]=1.[C:14]([O:18][C:19]([N:21]([CH2:28][C:29](O)=[O:30])[C:22]1[CH:27]=[CH:26][CH:25]=[CH:24][CH:23]=1)=[O:20])([CH3:17])([CH3:16])[CH3:15].C(N(CC)C(C)C)(C)C.F[P-](F)(F)(F)(F)F.CN(C(=[N+](C)C)ON1C2=NC=CC=C2N=N1)C. Product: [O:30]=[C:29]([NH:13][C:10]1[CH:11]=[CH:12][C:7]([C:4]2[CH:5]=[CH:6][N:1]=[CH:2][CH:3]=2)=[CH:8][CH:9]=1)[CH2:28][N:21]([C:22]1[CH:23]=[CH:24][CH:25]=[CH:26][CH:27]=1)[C:19](=[O:20])[O:18][C:14]([CH3:17])([CH3:16])[CH3:15]. The catalyst class is: 35. (5) Reactant: [C:1]1([OH:9])[CH:6]=[CH:5][CH:4]=[C:3]([OH:7])[C:2]=1[OH:8].CO[C:12](OC)([CH3:14])[CH3:13]. Product: [CH3:13][C:12]1([CH3:14])[O:7][C:3]2[CH:4]=[CH:5][CH:6]=[C:1]([OH:9])[C:2]=2[O:8]1. The catalyst class is: 11. (6) Reactant: Cl[C:2]1[N:17]=[CH:16][C:15]([F:18])=[CH:14][C:3]=1[C:4]([NH:6][C@H:7]1[CH2:12][CH2:11][C@H:10]([OH:13])[CH2:9][CH2:8]1)=[O:5].[CH3:19][S:20][C:21]1[CH:22]=[C:23]([OH:27])[CH:24]=[CH:25][CH:26]=1.C(=O)([O-])[O-].[Cs+].[Cs+]. Product: [F:18][C:15]1[CH:16]=[N:17][C:2]([O:27][C:23]2[CH:24]=[CH:25][CH:26]=[C:21]([S:20][CH3:19])[CH:22]=2)=[C:3]([CH:14]=1)[C:4]([NH:6][C@H:7]1[CH2:12][CH2:11][C@H:10]([OH:13])[CH2:9][CH2:8]1)=[O:5]. The catalyst class is: 3. (7) Reactant: [Cl:1][C:2]1[CH:7]=[CH:6][C:5]([NH:8][C:9]2[N:14]=[CH:13][CH:12]=[CH:11][N:10]=2)=[CH:4][C:3]=1[OH:15].[CH3:16][C:17]([CH3:22])=[CH:18][CH:19](O)[CH3:20].C1C=CC(P(C2C=CC=CC=2)C2C=CC=CC=2)=CC=1.CCOC(/N=N/C(OCC)=O)=O. Product: [Cl:1][C:2]1[CH:7]=[CH:6][C:5]([NH:8][C:9]2[N:10]=[CH:11][CH:12]=[CH:13][N:14]=2)=[CH:4][C:3]=1[O:15][CH:19]([CH:18]=[C:17]([CH3:22])[CH3:16])[CH3:20]. The catalyst class is: 1.